This data is from Catalyst prediction with 721,799 reactions and 888 catalyst types from USPTO. The task is: Predict which catalyst facilitates the given reaction. (1) Reactant: Br[C:2]1[S:3][C:4]([C:8]([O:10][CH2:11][CH3:12])=[O:9])=[C:5]([CH3:7])[N:6]=1.[C:13]1([C:19]2[CH:24]=[CH:23][N:22]=[C:21]([OH:25])[CH:20]=2)[CH:18]=[CH:17][CH:16]=[CH:15][CH:14]=1.OC1C=CC=C2C=1N=CC=C2.C(=O)([O-])[O-].[K+].[K+]. Product: [CH3:7][C:5]1[N:6]=[C:2]([N:22]2[CH:23]=[CH:24][C:19]([C:13]3[CH:14]=[CH:15][CH:16]=[CH:17][CH:18]=3)=[CH:20][C:21]2=[O:25])[S:3][C:4]=1[C:8]([O:10][CH2:11][CH3:12])=[O:9]. The catalyst class is: 590. (2) Product: [N+:29]([C:32]1[CH:37]=[C:36]([N+:38]([O-:40])=[O:39])[CH:35]=[CH:34][C:33]=1[CH2:41][C:42]([O:28][CH2:1][CH:2]([CH2:4][CH2:5][CH2:6][C@H:7]([C@@H:9]1[C@:26]2([CH3:27])[C@H:12]([C@H:13]3[C@H:23]([CH2:24][CH2:25]2)[C@:21]2([CH3:22])[CH:16]([CH2:17][CH2:18][CH2:19][CH2:20]2)[CH2:15][CH2:14]3)[CH2:11][CH2:10]1)[CH3:8])[CH3:3])=[O:43])([O-:31])=[O:30]. Reactant: [CH2:1]([OH:28])[CH:2]([CH2:4][CH2:5][CH2:6][C@H:7]([C@@H:9]1[C@:26]2([CH3:27])[C@H:12]([C@H:13]3[C@H:23]([CH2:24][CH2:25]2)[C@:21]2([CH3:22])[CH:16]([CH2:17][CH2:18][CH2:19][CH2:20]2)[CH2:15][CH2:14]3)[CH2:11][CH2:10]1)[CH3:8])[CH3:3].[N+:29]([C:32]1[CH:37]=[C:36]([N+:38]([O-:40])=[O:39])[CH:35]=[CH:34][C:33]=1[CH2:41][C:42](O)=[O:43])([O-:31])=[O:30].O.C1(C)C(S(O)(=O)=O)=CC=CC=1.CO. The catalyst class is: 11. (3) Reactant: C(OC([NH:8][C@H:9]([C:20]([NH:22][C@@H:23]([C:25]([NH:27][CH2:28][C@@H:29]([NH:37]C(OC(C)(C)C)=O)[CH2:30][C:31]1[CH:36]=[CH:35][CH:34]=[CH:33][CH:32]=1)=[O:26])[CH3:24])=[O:21])[CH2:10][C:11]1[C:16]([CH3:17])=[CH:15][C:14]([OH:18])=[CH:13][C:12]=1[CH3:19])=O)(C)(C)C.C(O)(C(F)(F)F)=O. Product: [CH3:19][C:12]1[CH:13]=[C:14]([OH:18])[CH:15]=[C:16]([CH3:17])[C:11]=1[CH2:10][C@@H:9]([C:20]([NH:22][C@@H:23]([C:25]([NH:27][CH2:28][C@@H:29]([NH2:37])[CH2:30][C:31]1[CH:36]=[CH:35][CH:34]=[CH:33][CH:32]=1)=[O:26])[CH3:24])=[O:21])[NH2:8]. The catalyst class is: 98. (4) Reactant: [CH3:1][O:2][C:3]1[C:8]([NH2:9])=[C:7]([CH3:10])[N:6]=[C:5]([C:11]2[C:16]([O:17][CH3:18])=[CH:15][C:14]([CH3:19])=[CH:13][C:12]=2[CH3:20])[N:4]=1.C(N(CC)CC)C.[CH:28]1([C:31](Cl)=[O:32])[CH2:30][CH2:29]1.C(=O)(O)[O-].[Na+]. Product: [CH:28]1([C:31]([NH:9][C:8]2[C:7](=[CH2:10])[NH:6][C:5]([C:11]3[C:16]([O:17][CH3:18])=[CH:15][C:14]([CH3:19])=[CH:13][C:12]=3[CH3:20])=[N:4][C:3]=2[O:2][CH3:1])=[O:32])[CH2:30][CH2:29]1. The catalyst class is: 13. (5) Reactant: [Cl:1][C:2]1[C:9]([O:10][CH3:11])=[CH:8][C:5]([CH:6]=[O:7])=[C:4]([O:12][CH3:13])[CH:3]=1.[BH4-].[Na+]. Product: [Cl:1][C:2]1[C:9]([O:10][CH3:11])=[CH:8][C:5]([CH2:6][OH:7])=[C:4]([O:12][CH3:13])[CH:3]=1. The catalyst class is: 8.